Dataset: Catalyst prediction with 721,799 reactions and 888 catalyst types from USPTO. Task: Predict which catalyst facilitates the given reaction. (1) Reactant: C([NH:8][C@H:9]([C:14]1[NH:18][C:17]2[CH:19]=[CH:20][C:21]([Cl:23])=[CH:22][C:16]=2[N:15]=1)[CH2:10][CH2:11][O:12][CH3:13])(OC(C)(C)C)=O.C(O)(C(F)(F)F)=O. Product: [Cl:23][C:21]1[CH:20]=[CH:19][C:17]2[NH:18][C:14]([C@@H:9]([NH2:8])[CH2:10][CH2:11][O:12][CH3:13])=[N:15][C:16]=2[CH:22]=1. The catalyst class is: 4. (2) Reactant: [F:1][C:2]1[CH:7]=[C:6]([C:8]2[C:16]([C:17]3[CH:22]=[CH:21][N:20]=[C:19]([S:23][CH3:24])[N:18]=3)=[C:11]3[CH:12]=[CH:13][CH:14]=[CH:15][N:10]3[N:9]=2)[CH:5]=[CH:4][N:3]=1.ClC1C=C(C=CC=1)C(OO)=[O:30]. Product: [F:1][C:2]1[CH:7]=[C:6]([C:8]2[C:16]([C:17]3[CH:22]=[CH:21][N:20]=[C:19]([S:23]([CH3:24])=[O:30])[N:18]=3)=[C:11]3[CH:12]=[CH:13][CH:14]=[CH:15][N:10]3[N:9]=2)[CH:5]=[CH:4][N:3]=1. The catalyst class is: 4. (3) Reactant: [CH2:1]([C:3]1([C:15]2[CH:20]=[CH:19][CH:18]=[C:17]([O:21]CC3C=CC=CC=3)[CH:16]=2)[CH2:9][CH2:8][CH2:7][CH2:6][N:5]([CH2:10][CH2:11][O:12][CH3:13])[C:4]1=[O:14])[CH3:2]. Product: [CH2:1]([C:3]1([C:15]2[CH:20]=[CH:19][CH:18]=[C:17]([OH:21])[CH:16]=2)[CH2:9][CH2:8][CH2:7][CH2:6][N:5]([CH2:10][CH2:11][O:12][CH3:13])[C:4]1=[O:14])[CH3:2]. The catalyst class is: 19.